This data is from Peptide-MHC class I binding affinity with 185,985 pairs from IEDB/IMGT. The task is: Regression. Given a peptide amino acid sequence and an MHC pseudo amino acid sequence, predict their binding affinity value. This is MHC class I binding data. (1) The peptide sequence is RRSQSPRRR. The MHC is Patr-A0401 with pseudo-sequence YSAMYEESVASTDVDTLYILFRDYTWAALAYTWY. The binding affinity (normalized) is 0.321. (2) The peptide sequence is KACDLAMCY. The MHC is HLA-B39:01 with pseudo-sequence HLA-B39:01. The binding affinity (normalized) is 0.0847. (3) The peptide sequence is VTVPTNDHI. The MHC is HLA-A02:06 with pseudo-sequence HLA-A02:06. The binding affinity (normalized) is 0.534. (4) The peptide sequence is MTGDTPINIF. The MHC is Mamu-B01 with pseudo-sequence Mamu-B01. The binding affinity (normalized) is 0. (5) The peptide sequence is RIARFHRPY. The MHC is HLA-A26:01 with pseudo-sequence HLA-A26:01. The binding affinity (normalized) is 0.0847.